The task is: Predict the reaction yield, written as a fraction of the theoretical maximum amount of product (1.0 means a 100% yield; for example, 0.34 means a 34% yield).. This data is from Reaction yield outcomes from USPTO patents with 853,638 reactions. (1) The reactants are [N:1]1([C:7]2[N:12]=[C:11]([N:13]3[CH:18]4[CH2:19][CH2:20][CH:14]3[CH2:15][O:16][CH2:17]4)[N:10]=[C:9]([C:21]3[CH:27]=[CH:26][C:24]([NH2:25])=[CH:23][CH:22]=3)[N:8]=2)[CH2:6][CH2:5][O:4][CH2:3][CH2:2]1.ClC(Cl)(O[C:32](=[O:38])OC(Cl)(Cl)Cl)Cl.[NH2:40][C:41]1[CH:42]=[N:43][CH:44]=[CH:45][CH:46]=1. No catalyst specified. The product is [N:1]1([C:7]2[N:12]=[C:11]([N:13]3[CH:14]4[CH2:20][CH2:19][CH:18]3[CH2:17][O:16][CH2:15]4)[N:10]=[C:9]([C:21]3[CH:27]=[CH:26][C:24]([NH:25][C:32]([NH:40][C:41]4[CH:42]=[N:43][CH:44]=[CH:45][CH:46]=4)=[O:38])=[CH:23][CH:22]=3)[N:8]=2)[CH2:2][CH2:3][O:4][CH2:5][CH2:6]1. The yield is 0.410. (2) The reactants are [CH3:1][C:2]1[N:6]([CH2:7][C:8]2[C:17]3[C:12](=[CH:13][CH:14]=[CH:15][CH:16]=3)[CH:11]=[CH:10][CH:9]=2)[C:5]2[CH:18]=[C:19]([N:25]3[CH2:30][CH2:29][O:28][CH2:27][CH2:26]3)[CH:20]=[C:21]([C:22]([OH:24])=O)[C:4]=2[N:3]=1.C[N:32](C=O)C.C(Cl)(=O)C(Cl)=O. The yield is 0.790. The product is [CH3:1][C:2]1[N:6]([CH2:7][C:8]2[C:17]3[C:12](=[CH:13][CH:14]=[CH:15][CH:16]=3)[CH:11]=[CH:10][CH:9]=2)[C:5]2[CH:18]=[C:19]([N:25]3[CH2:30][CH2:29][O:28][CH2:27][CH2:26]3)[CH:20]=[C:21]([C:22]([NH2:32])=[O:24])[C:4]=2[N:3]=1. The catalyst is C(Cl)Cl. (3) The product is [F:33][C:32]1[CH:31]=[CH:30][CH:29]=[C:28]([OH:34])[C:27]=1[C:18]1[N:17]=[C:16]([N:13]2[CH2:14][CH2:15][C@@H:11]([NH:10][C:36](=[O:37])[O:38][C@H:39]3[CH2:43][CH2:42][O:41][CH2:40]3)[CH2:12]2)[C:25]2[C:20](=[CH:21][C:22]([CH3:26])=[CH:23][CH:24]=2)[N:19]=1. The catalyst is C1COCC1. The yield is 0.840. The reactants are C(N(C(C)C)C(C)C)C.[NH2:10][C@@H:11]1[CH2:15][CH2:14][N:13]([C:16]2[C:25]3[C:20](=[CH:21][C:22]([CH3:26])=[CH:23][CH:24]=3)[N:19]=[C:18]([C:27]3[C:32]([F:33])=[CH:31][CH:30]=[CH:29][C:28]=3[OH:34])[N:17]=2)[CH2:12]1.Cl[C:36]([O:38][C@H:39]1[CH2:43][CH2:42][O:41][CH2:40]1)=[O:37]. (4) The reactants are [C:1]([O:5][C:6](=[O:9])[CH2:7][NH2:8])([CH3:4])([CH3:3])[CH3:2].[CH3:10][C:11]([CH3:18])([CH:15]([CH3:17])[CH3:16])[CH2:12][CH:13]=O. The catalyst is C(Cl)Cl. The product is [C:1]([O:5][C:6](=[O:9])[CH2:7]/[N:8]=[CH:13]/[CH2:12][C:11]([CH3:18])([CH3:10])[CH:15]([CH3:17])[CH3:16])([CH3:4])([CH3:3])[CH3:2]. The yield is 0.800. (5) The reactants are [Cl-].O[NH3+:3].[C:4](=[O:7])([O-])[OH:5].[Na+].CS(C)=O.[CH2:13]([C:17]1[N:18]=[C:19]([CH2:39][CH2:40][C:41]2[CH:46]=[CH:45][CH:44]=[CH:43][CH:42]=2)[NH:20][C:21](=[O:38])[C:22]=1[CH2:23][C:24]1[CH:29]=[CH:28][C:27]([C:30]2[C:31]([C:36]#[N:37])=[CH:32][CH:33]=[CH:34][CH:35]=2)=[CH:26][CH:25]=1)[CH2:14][CH2:15][CH3:16]. The catalyst is O.C(OCC)(=O)C. The product is [CH2:13]([C:17]1[N:18]=[C:19]([CH2:39][CH2:40][C:41]2[CH:42]=[CH:43][CH:44]=[CH:45][CH:46]=2)[NH:20][C:21](=[O:38])[C:22]=1[CH2:23][C:24]1[CH:29]=[CH:28][C:27]([C:30]2[CH:35]=[CH:34][CH:33]=[CH:32][C:31]=2[C:36]2[NH:3][C:4](=[O:7])[O:5][N:37]=2)=[CH:26][CH:25]=1)[CH2:14][CH2:15][CH3:16]. The yield is 0.530. (6) The reactants are [F:1][C:2]1[CH:3]=[C:4]([S:17][C:18]2[CH:27]=[CH:26][C:21]([C:22]([O:24][CH3:25])=[O:23])=[CH:20][C:19]=2[N+:28]([O-])=O)[CH:5]=[CH:6][C:7]=1[NH:8][C:9]([O:11][CH2:12][C:13]([Cl:16])([Cl:15])[Cl:14])=[O:10].[NH4+].[Cl-].C1COCC1.O. The catalyst is CCO.[Fe]. The product is [NH2:28][C:19]1[CH:20]=[C:21]([CH:26]=[CH:27][C:18]=1[S:17][C:4]1[CH:5]=[CH:6][C:7]([NH:8][C:9]([O:11][CH2:12][C:13]([Cl:16])([Cl:14])[Cl:15])=[O:10])=[C:2]([F:1])[CH:3]=1)[C:22]([O:24][CH3:25])=[O:23]. The yield is 0.480. (7) The reactants are Br[C:2]1[C:10]2[C:5](=[CH:6][CH:7]=[C:8]([C:11]3[N:15]=[CH:14][N:13](C(C4C=CC=CC=4)(C4C=CC=CC=4)C4C=CC=CC=4)[N:12]=3)[CH:9]=2)[N:4](C2CCCCO2)[N:3]=1.[F:41][C:42]([F:53])([F:52])[C:43]1[CH:48]=[CH:47][C:46](B(O)O)=[CH:45][CH:44]=1.COCCOC.P([O-])([O-])([O-])=O.[K+].[K+].[K+]. The catalyst is C(Cl)Cl. The product is [F:41][C:42]([F:53])([F:52])[C:43]1[CH:48]=[CH:47][C:46]([C:2]2[C:10]3[C:5](=[CH:6][CH:7]=[C:8]([C:11]4[NH:12][N:13]=[CH:14][N:15]=4)[CH:9]=3)[NH:4][N:3]=2)=[CH:45][CH:44]=1. The yield is 0.113. (8) The reactants are [F:1][C:2]1[CH:3]=[C:4]([NH2:19])[CH:5]=[C:6]([F:18])[C:7]=1[C:8]1[N:12]([CH3:13])[N:11]=[C:10]([C:14]([F:17])([F:16])[F:15])[CH:9]=1.[F:20][C:21]1[CH:29]=[CH:28][CH:27]=[C:26]([F:30])[C:22]=1[C:23](Cl)=[O:24].CCN(C(C)C)C(C)C.C([O-])(O)=O.[Na+].C(Cl)Cl. The catalyst is C(Cl)Cl. The product is [F:1][C:2]1[CH:3]=[C:4]([NH:19][C:23]([C:22]2[C:21]([F:20])=[CH:29][CH:28]=[CH:27][C:26]=2[F:30])=[O:24])[CH:5]=[C:6]([F:18])[C:7]=1[C:8]1[N:12]([CH3:13])[N:11]=[C:10]([C:14]([F:17])([F:15])[F:16])[CH:9]=1. The yield is 0.606. (9) The reactants are OC[C:3]([CH3:7])([CH2:5]O)C.O.[CH3:9][C:10]([CH3:12])=O.[CH3:13][CH:14](O)[CH3:15]. The catalyst is CC([O-])=O.CC([O-])=O.[Pd+2]. The product is [CH3:9][CH2:10][CH2:12][CH2:13][CH2:14][CH2:15][CH2:5][CH2:3][CH3:7]. The yield is 0.650. (10) The reactants are [CH2:1]([N:5]1[C:14]2[C:9](=[CH:10][CH:11]=[CH:12][N:13]=2)[C:8](Cl)=[C:7]([C:16]2[NH:21][C:20]3[CH:22]=[CH:23][CH:24]=[CH:25][C:19]=3[S:18](=[O:27])(=[O:26])[N:17]=2)[C:6]1=[O:28])[CH2:2][CH2:3][CH3:4].[N-:29]=[N+:30]=[N-:31].[Na+]. The catalyst is CN(C)C=O. The product is [N:29]([C:8]1[C:9]2[C:14](=[N:13][CH:12]=[CH:11][CH:10]=2)[N:5]([CH2:1][CH2:2][CH2:3][CH3:4])[C:6](=[O:28])[C:7]=1[C:16]1[NH:21][C:20]2[CH:22]=[CH:23][CH:24]=[CH:25][C:19]=2[S:18](=[O:26])(=[O:27])[N:17]=1)=[N+:30]=[N-:31]. The yield is 0.260.